From a dataset of Forward reaction prediction with 1.9M reactions from USPTO patents (1976-2016). Predict the product of the given reaction. The product is: [CH3:1][O:2][C:3](=[O:21])[CH2:4][C:5]1[CH:6]=[C:7]([O:19][CH3:20])[CH:8]=[C:9]([S:30]([C:26]2[CH:27]=[CH:28][CH:29]=[C:24]([Cl:23])[CH:25]=2)(=[O:32])=[O:31])[CH:10]=1. Given the reactants [CH3:1][O:2][C:3](=[O:21])[CH2:4][C:5]1[CH:10]=[C:9](OS(C(F)(F)F)(=O)=O)[CH:8]=[C:7]([O:19][CH3:20])[CH:6]=1.[Na+].[Cl:23][C:24]1[CH:25]=[C:26]([S:30]([O-:32])=[O:31])[CH:27]=[CH:28][CH:29]=1.C1(C)C=CC=CC=1.CC1(C)C2C(=C(P(C3C=CC=CC=3)C3C=CC=CC=3)C=CC=2)OC2C(P(C3C=CC=CC=3)C3C=CC=CC=3)=CC=CC1=2.C(=O)([O-])[O-].[Cs+].[Cs+], predict the reaction product.